Task: Predict which catalyst facilitates the given reaction.. Dataset: Catalyst prediction with 721,799 reactions and 888 catalyst types from USPTO (1) Reactant: [CH3:1][C:2]1[CH:7]=[CH:6][C:5]([C:8]#[C:9][CH2:10][NH:11][C:12]([C:14]2[N:15]([CH3:38])[CH:16]=[C:17]([NH:19][C:20]([C:22]3[C:23]([C:28]4[CH:33]=[CH:32][C:31]([C:34]([F:37])([F:36])[F:35])=[CH:30][CH:29]=4)=[CH:24][CH:25]=[CH:26][CH:27]=3)=[O:21])[CH:18]=2)=[O:13])=[CH:4][CH:3]=1.[H][H]. Product: [CH3:1][C:2]1[CH:3]=[CH:4][C:5]([CH2:8][CH2:9][CH2:10][NH:11][C:12]([C:14]2[N:15]([CH3:38])[CH:16]=[C:17]([NH:19][C:20]([C:22]3[C:23]([C:28]4[CH:29]=[CH:30][C:31]([C:34]([F:37])([F:36])[F:35])=[CH:32][CH:33]=4)=[CH:24][CH:25]=[CH:26][CH:27]=3)=[O:21])[CH:18]=2)=[O:13])=[CH:6][CH:7]=1. The catalyst class is: 29. (2) Reactant: [O:1]1[C:5]2[CH:6]=[CH:7][C:8]([CH2:10][C:11]([NH:13][C:14]3[S:15][C:16]([CH3:28])=[C:17]([C:19]4[CH:20]=[C:21]5[C:25](=[CH:26][CH:27]=4)[NH:24][CH2:23][CH2:22]5)[N:18]=3)=[O:12])=[CH:9][C:4]=2[O:3][CH2:2]1. Product: [NH:24]1[C:25]2[C:21](=[CH:20][C:19]([C:17]3[N:18]=[C:14]([NH:13][C:11](=[O:12])[CH2:10][C:8]4[CH:7]=[CH:6][C:5]5[O:1][CH2:2][O:3][C:4]=5[CH:9]=4)[S:15][C:16]=3[CH3:28])=[CH:27][CH:26]=2)[CH:22]=[CH:23]1. The catalyst class is: 485. (3) The catalyst class is: 19. Product: [CH3:13][O:12][CH:9]1[CH:6]2[O:7][CH2:8][CH:4]([NH2:1])[CH:5]2[O:11][CH2:10]1. Reactant: [N:1]([CH:4]1[CH2:8][O:7][CH:6]2[CH:9]([O:12][CH3:13])[CH2:10][O:11][CH:5]12)=[N+]=[N-]. (4) Reactant: [C:1]([OH:7])(=O)[C:2]([CH3:5])([CH3:4])[CH3:3].[CH2:8]([CH:12]([CH2:15][CH2:16][CH2:17][CH2:18][CH2:19][CH3:20])[CH2:13][NH2:14])[CH2:9][CH2:10][CH3:11]. Product: [C:1]([NH:14][CH2:13][CH:12]([CH2:8][CH2:9][CH2:10][CH3:11])[CH2:15][CH2:16][CH2:17][CH2:18][CH2:19][CH3:20])(=[O:7])[C:2]([CH3:5])([CH3:4])[CH3:3]. The catalyst class is: 194. (5) The catalyst class is: 27. Product: [F:8][C:5]1[CH:6]=[CH:7][C:2]([CH:10]=[O:9])=[N:3][CH:4]=1. Reactant: Br[C:2]1[CH:7]=[CH:6][C:5]([F:8])=[CH:4][N:3]=1.[O:9]1CCC[CH2:10]1. (6) Reactant: [Cl:1][C:2]1[N:7]=[C:6](Cl)[C:5]([CH3:9])=[CH:4][N:3]=1.CCN(C(C)C)C(C)C.[C:19]([O:23][C:24](=[O:33])[NH:25][C@H:26]1[CH2:31][CH2:30][C@@H:29]([NH2:32])[CH2:28][CH2:27]1)([CH3:22])([CH3:21])[CH3:20]. Product: [C:19]([O:23][C:24](=[O:33])[NH:25][C@H:26]1[CH2:27][CH2:28][C@@H:29]([NH:32][C:6]2[C:5]([CH3:9])=[CH:4][N:3]=[C:2]([Cl:1])[N:7]=2)[CH2:30][CH2:31]1)([CH3:22])([CH3:20])[CH3:21]. The catalyst class is: 41. (7) Reactant: [Cl:1][C:2]1[S:6][C:5]([NH:7][C:8]([CH:10]2[C:12]([CH3:14])([CH3:13])[C:11]2([CH3:16])[CH3:15])=[O:9])=[N:4][C:3]=1[CH3:17].[H-].[Na+].[CH3:20][O:21][CH2:22][CH2:23]Br. Product: [Cl:1][C:2]1[S:6][C:5](=[N:7][C:8]([CH:10]2[C:11]([CH3:16])([CH3:15])[C:12]2([CH3:13])[CH3:14])=[O:9])[N:4]([CH2:23][CH2:22][O:21][CH3:20])[C:3]=1[CH3:17]. The catalyst class is: 118.